This data is from Forward reaction prediction with 1.9M reactions from USPTO patents (1976-2016). The task is: Predict the product of the given reaction. (1) Given the reactants [C:1](OC(=O)C)(=[O:3])[CH3:2].[C:8]([O:12][C:13]([N:15]1[C@@H:20]([C@@H:21]([OH:33])[C@@H:22]([NH2:32])[CH2:23][C:24]2[CH:29]=[C:28]([OH:30])[CH:27]=[C:26]([F:31])[CH:25]=2)[CH2:19][O:18][C@@H:17]([O:34][CH2:35][C:36]([F:39])([F:38])[F:37])[C@@H:16]1[CH3:40])=[O:14])([CH3:11])([CH3:10])[CH3:9].C(N(C(C)C)CC)(C)C, predict the reaction product. The product is: [C:8]([O:12][C:13]([N:15]1[C@@H:20]([C@@H:21]([OH:33])[C@@H:22]([NH:32][C:1](=[O:3])[CH3:2])[CH2:23][C:24]2[CH:29]=[C:28]([OH:30])[CH:27]=[C:26]([F:31])[CH:25]=2)[CH2:19][O:18][C@@H:17]([O:34][CH2:35][C:36]([F:39])([F:37])[F:38])[C@@H:16]1[CH3:40])=[O:14])([CH3:11])([CH3:9])[CH3:10]. (2) Given the reactants [Cl:1][C:2]1[CH:7]=[CH:6][C:5]([N:8]2[C:16]([C:17](=[O:20])[NH:18][CH3:19])=[C:15]3[C:10]([CH:11]=[C:12]([N:24]([S:38]([CH3:41])(=[O:40])=[O:39])[CH2:25][CH2:26][CH:27]4[CH2:30][N:29](C(OC(C)(C)C)=O)[CH2:28]4)[C:13]([CH:21]4[CH2:23][CH2:22]4)=[CH:14]3)=[N:9]2)=[CH:4][CH:3]=1.C(O)(C(F)(F)F)=O, predict the reaction product. The product is: [NH:29]1[CH2:30][CH:27]([CH2:26][CH2:25][N:24]([S:38]([CH3:41])(=[O:40])=[O:39])[C:12]2[C:13]([CH:21]3[CH2:22][CH2:23]3)=[CH:14][C:15]3[C:10]([CH:11]=2)=[N:9][N:8]([C:5]2[CH:4]=[CH:3][C:2]([Cl:1])=[CH:7][CH:6]=2)[C:16]=3[C:17]([NH:18][CH3:19])=[O:20])[CH2:28]1. (3) The product is: [Br:26][C:2]1[N:7]=[C:6]2[N:8]([CH2:20][CH3:21])[C:9]([C:11]([N:13]([CH:17]3[CH2:19][CH2:18]3)[CH:14]3[CH2:16][CH2:15]3)=[O:12])=[CH:10][C:5]2=[C:4]2[N:22]([CH3:25])[CH:23]=[N:24][C:3]=12. Given the reactants N[C:2]1[N:7]=[C:6]2[N:8]([CH2:20][CH3:21])[C:9]([C:11]([N:13]([CH:17]3[CH2:19][CH2:18]3)[CH:14]3[CH2:16][CH2:15]3)=[O:12])=[CH:10][C:5]2=[C:4]2[N:22]([CH3:25])[CH:23]=[N:24][C:3]=12.[Br:26]CBr.[N+]([O-])(OCCC(C)C)=O, predict the reaction product. (4) Given the reactants [Cl:1][C:2]1[CH:7]=[CH:6][C:5](/[CH:8]=[CH:9]/[C:10]([N:12]2[CH2:17][CH2:16][CH:15]([C:18]([NH:20][NH:21][C:22](=O)[CH:23]([CH3:25])[CH3:24])=[O:19])[CH2:14][CH2:13]2)=[O:11])=[C:4]([CH2:27][N:28]2[N:32]=[N:31][C:30]([CH3:33])=[N:29]2)[CH:3]=1.CC[N+](S(N=C(OC)[O-])(=O)=O)(CC)CC, predict the reaction product. The product is: [Cl:1][C:2]1[CH:7]=[CH:6][C:5](/[CH:8]=[CH:9]/[C:10]([N:12]2[CH2:17][CH2:16][CH:15]([C:18]3[O:19][C:22]([CH:23]([CH3:25])[CH3:24])=[N:21][N:20]=3)[CH2:14][CH2:13]2)=[O:11])=[C:4]([CH2:27][N:28]2[N:32]=[N:31][C:30]([CH3:33])=[N:29]2)[CH:3]=1. (5) Given the reactants [F:1][C:2]([F:11])([F:10])[C:3]1[CH:8]=[CH:7][CH:6]=[CH:5][C:4]=1[OH:9].[CH3:12][S:13](Cl)(=[O:15])=[O:14], predict the reaction product. The product is: [CH3:12][S:13]([O:9][C:4]1[CH:5]=[CH:6][CH:7]=[CH:8][C:3]=1[C:2]([F:10])([F:11])[F:1])(=[O:15])=[O:14]. (6) Given the reactants C([N-]C(C)C)(C)C.[Li+].C(NC(C)C)(C)C.[CH3:16][N:17]1[C:22](=[O:23])[C:21]2[C:24]([C:27]([O:29][CH2:30][CH3:31])=[O:28])=[CH:25][S:26][C:20]=2[N:19]([CH:32]([CH3:34])[CH3:33])[C:18]1=[O:35].[N:36]1[CH:41]=[CH:40][CH:39]=[CH:38][C:37]=1[C:42]1[CH:49]=[CH:48][C:45]([CH:46]=[O:47])=[CH:44][CH:43]=1, predict the reaction product. The product is: [OH:47][CH:46]([C:45]1[CH:44]=[CH:43][C:42]([C:37]2[CH:38]=[CH:39][CH:40]=[CH:41][N:36]=2)=[CH:49][CH:48]=1)[C:25]1[S:26][C:20]2[N:19]([CH:32]([CH3:34])[CH3:33])[C:18](=[O:35])[N:17]([CH3:16])[C:22](=[O:23])[C:21]=2[C:24]=1[C:27]([O:29][CH2:30][CH3:31])=[O:28]. (7) Given the reactants [Br:1][C:2]1[CH:7]=[CH:6][C:5]([NH:8][C:9]2[N:14]=[C:13]3[C:15]4[C:16](=[C:20]([C:24]([O:26]CC)=[O:25])[N:21]([CH3:23])[N:22]=4)[CH2:17][CH2:18][CH2:19][C:12]3=[CH:11][N:10]=2)=[C:4]([O:29][CH3:30])[CH:3]=1.[OH-].[Na+], predict the reaction product. The product is: [Br:1][C:2]1[CH:7]=[CH:6][C:5]([NH:8][C:9]2[N:14]=[C:13]3[C:15]4[C:16](=[C:20]([C:24]([OH:26])=[O:25])[N:21]([CH3:23])[N:22]=4)[CH2:17][CH2:18][CH2:19][C:12]3=[CH:11][N:10]=2)=[C:4]([O:29][CH3:30])[CH:3]=1. (8) Given the reactants [CH:1]1[C:14]2[C:5](=[N:6][CH:7]=[C:8]3[C:13]=2[CH:12]=[CH:11][CH:10]=[CH:9]3)[CH:4]=[CH:3][CH:2]=1.[CH3:15][CH:16]([CH2:20][CH2:21][CH3:22])[C:17](Cl)=[O:18].[Cl:23][C:24]1[S:28][C:27]([Mg]Br)=[CH:26][CH:25]=1, predict the reaction product. The product is: [Cl:23][C:24]1[S:28][C:27]([CH:7]2[C:8]3[C:13](=[CH:12][CH:11]=[CH:10][CH:9]=3)[C:14]3[CH:1]=[CH:2][CH:3]=[CH:4][C:5]=3[N:6]2[C:17](=[O:18])[CH:16]([CH3:15])[CH2:20][CH2:21][CH3:22])=[CH:26][CH:25]=1. (9) Given the reactants [H-].[Na+].[C:3]([N:10]1[CH2:15][CH2:14][CH:13]([OH:16])[CH2:12][CH2:11]1)([O:5][C:6]([CH3:9])([CH3:8])[CH3:7])=[O:4].[Br:17][C:18]1[CH:19]=[C:20]([Cl:25])[C:21](Cl)=[N:22][CH:23]=1, predict the reaction product. The product is: [Br:17][C:18]1[CH:19]=[C:20]([Cl:25])[C:21]([O:16][CH:13]2[CH2:14][CH2:15][N:10]([C:3]([O:5][C:6]([CH3:9])([CH3:8])[CH3:7])=[O:4])[CH2:11][CH2:12]2)=[N:22][CH:23]=1.